From a dataset of NCI-60 drug combinations with 297,098 pairs across 59 cell lines. Regression. Given two drug SMILES strings and cell line genomic features, predict the synergy score measuring deviation from expected non-interaction effect. (1) Drug 1: C(=O)(N)NO. Drug 2: COC1=C2C(=CC3=C1OC=C3)C=CC(=O)O2. Cell line: SK-MEL-28. Synergy scores: CSS=-0.314, Synergy_ZIP=0.0380, Synergy_Bliss=0.0245, Synergy_Loewe=0.384, Synergy_HSA=-2.09. (2) Drug 1: CCC1(CC2CC(C3=C(CCN(C2)C1)C4=CC=CC=C4N3)(C5=C(C=C6C(=C5)C78CCN9C7C(C=CC9)(C(C(C8N6C=O)(C(=O)OC)O)OC(=O)C)CC)OC)C(=O)OC)O.OS(=O)(=O)O. Drug 2: CC12CCC3C(C1CCC2OP(=O)(O)O)CCC4=C3C=CC(=C4)OC(=O)N(CCCl)CCCl.[Na+]. Cell line: BT-549. Synergy scores: CSS=5.20, Synergy_ZIP=0.0102, Synergy_Bliss=4.09, Synergy_Loewe=4.76, Synergy_HSA=2.56. (3) Drug 1: C1CCC(C1)C(CC#N)N2C=C(C=N2)C3=C4C=CNC4=NC=N3. Drug 2: CC(C)NC(=O)C1=CC=C(C=C1)CNNC.Cl. Cell line: SK-MEL-2. Synergy scores: CSS=2.38, Synergy_ZIP=11.5, Synergy_Bliss=11.4, Synergy_Loewe=2.95, Synergy_HSA=4.89. (4) Drug 1: CC1CCC2CC(C(=CC=CC=CC(CC(C(=O)C(C(C(=CC(C(=O)CC(OC(=O)C3CCCCN3C(=O)C(=O)C1(O2)O)C(C)CC4CCC(C(C4)OC)O)C)C)O)OC)C)C)C)OC. Drug 2: CC(C)(C#N)C1=CC(=CC(=C1)CN2C=NC=N2)C(C)(C)C#N. Cell line: MOLT-4. Synergy scores: CSS=2.20, Synergy_ZIP=2.17, Synergy_Bliss=-0.143, Synergy_Loewe=2.50, Synergy_HSA=-4.24. (5) Drug 1: C1=CN(C=N1)CC(O)(P(=O)(O)O)P(=O)(O)O. Drug 2: C1CCC(C(C1)N)N.C(=O)(C(=O)[O-])[O-].[Pt+4]. Cell line: SF-295. Synergy scores: CSS=20.0, Synergy_ZIP=-7.69, Synergy_Bliss=-7.23, Synergy_Loewe=0.357, Synergy_HSA=-2.86. (6) Drug 1: C1=CN(C=N1)CC(O)(P(=O)(O)O)P(=O)(O)O. Drug 2: C1CC(=O)NC(=O)C1N2C(=O)C3=CC=CC=C3C2=O. Cell line: OVCAR-5. Synergy scores: CSS=3.45, Synergy_ZIP=-1.46, Synergy_Bliss=-0.515, Synergy_Loewe=-0.0573, Synergy_HSA=-0.191. (7) Drug 1: CNC(=O)C1=CC=CC=C1SC2=CC3=C(C=C2)C(=NN3)C=CC4=CC=CC=N4. Drug 2: COC1=C(C=C2C(=C1)N=CN=C2NC3=CC(=C(C=C3)F)Cl)OCCCN4CCOCC4. Cell line: PC-3. Synergy scores: CSS=17.0, Synergy_ZIP=-2.91, Synergy_Bliss=-0.0437, Synergy_Loewe=-3.04, Synergy_HSA=-2.15. (8) Drug 1: C#CCC(CC1=CN=C2C(=N1)C(=NC(=N2)N)N)C3=CC=C(C=C3)C(=O)NC(CCC(=O)O)C(=O)O. Drug 2: CC(C)CN1C=NC2=C1C3=CC=CC=C3N=C2N. Cell line: ACHN. Synergy scores: CSS=-4.69, Synergy_ZIP=0.395, Synergy_Bliss=-3.87, Synergy_Loewe=-3.76, Synergy_HSA=-6.68.